This data is from Full USPTO retrosynthesis dataset with 1.9M reactions from patents (1976-2016). The task is: Predict the reactants needed to synthesize the given product. (1) Given the product [CH3:16][S:17]([O:13][CH2:12][CH2:11][CH:10]([CH2:14][CH3:15])[CH2:8][CH3:9])(=[O:19])=[O:18], predict the reactants needed to synthesize it. The reactants are: C(N(CC)CC)C.[CH2:8]([CH:10]([CH2:14][CH3:15])[CH2:11][CH2:12][OH:13])[CH3:9].[CH3:16][S:17](Cl)(=[O:19])=[O:18]. (2) Given the product [CH3:1][NH:2][C:3]1[C:8]([NH:9][C:19](=[O:20])[C:18]2[CH:22]=[CH:23][CH:24]=[CH:25][C:17]=2[S:16][CH2:14][CH3:15])=[CH:7][C:6]([C:10]([F:13])([F:11])[F:12])=[CH:5][N:4]=1, predict the reactants needed to synthesize it. The reactants are: [CH3:1][NH:2][C:3]1[C:8]([NH2:9])=[CH:7][C:6]([C:10]([F:13])([F:12])[F:11])=[CH:5][N:4]=1.[CH2:14]([S:16][C:17]1[CH:25]=[CH:24][CH:23]=[CH:22][C:18]=1[C:19](Cl)=[O:20])[CH3:15].C(=O)([O-])O.[Na+].